This data is from Forward reaction prediction with 1.9M reactions from USPTO patents (1976-2016). The task is: Predict the product of the given reaction. (1) The product is: [CH2:1]([O:8][N:9]1[C:14]2[N:15]=[CH:16][N:17]=[CH:18][C:13]=2[C:12]([OH:19])=[C:11]([C:20]([NH2:27])=[O:21])[C:10]1=[O:25])[C:2]1[CH:7]=[CH:6][CH:5]=[CH:4][CH:3]=1. Given the reactants [CH2:1]([O:8][N:9]1[C:14]2[N:15]=[CH:16][N:17]=[CH:18][C:13]=2[C:12]([OH:19])=[C:11]([C:20](OCC)=[O:21])[C:10]1=[O:25])[C:2]1[CH:7]=[CH:6][CH:5]=[CH:4][CH:3]=1.C[N:27](C=O)C.N.Cl, predict the reaction product. (2) Given the reactants [Cl-].CN(C1C(C2C(P(C3CCCCC3)C3CCCCC3)=CC=CC=2)=CC=CC=1)C.Cl[CH2:31][C:32]1[C:37](=[O:38])[CH:36]=[CH:35][N:34]([C:39]2[CH:40]=[N:41][N:42]([CH3:44])[CH:43]=2)[N:33]=1.[CH2:45]([O:47][C:48]1[CH:49]=[N:50][C:51]([C:54]2[CH:59]=[CH:58][CH:57]=[C:56](B3OC(C)(C)C(C)(C)O3)[CH:55]=2)=[N:52][CH:53]=1)[CH3:46].[O-]P([O-])([O-])=O.[K+].[K+].[K+], predict the reaction product. The product is: [CH2:45]([O:47][C:48]1[CH:53]=[N:52][C:51]([C:54]2[CH:55]=[C:56]([CH:57]=[CH:58][CH:59]=2)[CH2:31][C:32]2[C:37](=[O:38])[CH:36]=[CH:35][N:34]([C:39]3[CH:40]=[N:41][N:42]([CH3:44])[CH:43]=3)[N:33]=2)=[N:50][CH:49]=1)[CH3:46]. (3) Given the reactants [CH3:1][O:2][CH:3]([O:7][CH3:8])[C:4](=[O:6])[CH3:5].CO[CH:11](OC)[N:12]([CH3:14])[CH3:13], predict the reaction product. The product is: [CH3:1][O:2][CH:3]([O:7][CH3:8])[C:4](=[O:6])[CH:5]=[CH:11][N:12]([CH3:14])[CH3:13]. (4) Given the reactants [C:1]([C:3]1[CH:10]=[CH:9][C:6]([CH:7]=O)=[CH:5][CH:4]=1)#[N:2].Cl.[NH2:12][OH:13].CN1CCOCC1.O, predict the reaction product. The product is: [C:1]([C:3]1[CH:10]=[CH:9][C:6]([CH:7]=[N:12][OH:13])=[CH:5][CH:4]=1)#[N:2]. (5) Given the reactants Cl[C:2]1[N:7]2[N:8]=[C:9]([CH3:11])[CH:10]=[C:6]2[N:5]=[C:4]([NH:12][C:13](=[O:24])[C:14]2[CH:19]=[CH:18][C:17]([C:20]([OH:23])([CH3:22])[CH3:21])=[CH:16][CH:15]=2)[CH:3]=1.Cl.[N:26]1[C:31]2[CH2:32][CH2:33][NH:34][CH2:35][C:30]=2[C:29](=[O:36])[NH:28][CH:27]=1.C(N(CC)C(C)C)(C)C, predict the reaction product. The product is: [OH:23][C:20]([C:17]1[CH:18]=[CH:19][C:14]([C:13]([NH:12][C:4]2[CH:3]=[C:2]([N:34]3[CH2:33][CH2:32][C:31]4[N:26]=[CH:27][NH:28][C:29](=[O:36])[C:30]=4[CH2:35]3)[N:7]3[N:8]=[C:9]([CH3:11])[CH:10]=[C:6]3[N:5]=2)=[O:24])=[CH:15][CH:16]=1)([CH3:22])[CH3:21]. (6) Given the reactants [CH3:1][O:2][C:3]1[C:8]2[N:9]=[C:10]([NH:12][C:13]([C:15]3[S:16][C:17]([CH3:20])=[CH:18][CH:19]=3)=[O:14])[S:11][C:7]=2[C:6]([N:21]2[CH2:26][CH2:25][NH:24][CH2:23][CH2:22]2)=[CH:5][CH:4]=1.[C:27](Cl)(=[O:29])[CH3:28].N1C=CC=CC=1, predict the reaction product. The product is: [C:27]([N:24]1[CH2:23][CH2:22][N:21]([C:6]2[C:7]3[S:11][C:10]([NH:12][C:13]([C:15]4[S:16][C:17]([CH3:20])=[CH:18][CH:19]=4)=[O:14])=[N:9][C:8]=3[C:3]([O:2][CH3:1])=[CH:4][CH:5]=2)[CH2:26][CH2:25]1)(=[O:29])[CH3:28]. (7) Given the reactants C[N:2]([CH:4]=[C:5]1[CH2:11][CH2:10][CH2:9][C:8]2[CH:12]=[C:13]([N:17]3[CH2:21][C@H:20]([CH2:22][NH:23][C:24](=[O:26])[CH3:25])[O:19][C:18]3=[O:27])[C:14]([F:16])=[CH:15][C:7]=2[C:6]1=O)C.O.[NH2:30]N, predict the reaction product. The product is: [F:16][C:14]1[C:13]([N:17]2[CH2:21][C@H:20]([CH2:22][NH:23][C:24](=[O:26])[CH3:25])[O:19][C:18]2=[O:27])=[CH:12][C:8]2[CH2:9][CH2:10][CH2:11][C:5]3[CH:4]=[N:2][NH:30][C:6]=3[C:7]=2[CH:15]=1.